This data is from Catalyst prediction with 721,799 reactions and 888 catalyst types from USPTO. The task is: Predict which catalyst facilitates the given reaction. Reactant: [NH2:1][C:2]1[CH:7]=[CH:6][C:5]([Cl:8])=[CH:4][N:3]=1.[Br:9][CH2:10][C:11]([C:13]1[CH:18]=[CH:17][C:16]([Br:19])=[CH:15][CH:14]=1)=O. Product: [BrH:9].[Br:19][C:16]1[CH:17]=[CH:18][C:13]([C:11]2[N:1]=[C:2]3[CH:7]=[CH:6][C:5]([Cl:8])=[CH:4][N:3]3[CH:10]=2)=[CH:14][CH:15]=1. The catalyst class is: 8.